From a dataset of Peptide-MHC class I binding affinity with 185,985 pairs from IEDB/IMGT. Regression. Given a peptide amino acid sequence and an MHC pseudo amino acid sequence, predict their binding affinity value. This is MHC class I binding data. (1) The peptide sequence is FTLDADLGI. The MHC is HLA-A02:06 with pseudo-sequence HLA-A02:06. The binding affinity (normalized) is 1.00. (2) The peptide sequence is ITVLTSVDI. The MHC is HLA-A68:02 with pseudo-sequence HLA-A68:02. The binding affinity (normalized) is 0.237. (3) The peptide sequence is DTTTDISKY. The MHC is HLA-A24:03 with pseudo-sequence HLA-A24:03. The binding affinity (normalized) is 0.0847. (4) The peptide sequence is GTEKLTITY. The MHC is HLA-A03:01 with pseudo-sequence HLA-A03:01. The binding affinity (normalized) is 0.0847.